Dataset: Full USPTO retrosynthesis dataset with 1.9M reactions from patents (1976-2016). Task: Predict the reactants needed to synthesize the given product. Given the product [CH3:34][C:25]1[CH:30]=[CH:29][C:28]([NH:31][C:32]([N:15]2[CH2:16][CH2:17][N:12]([C:10]3[S:9][N:8]=[C:7]([C:1]4[CH:2]=[CH:3][CH:4]=[CH:5][CH:6]=4)[N:11]=3)[CH2:13][CH2:14]2)=[O:33])=[CH:27][CH:26]=1, predict the reactants needed to synthesize it. The reactants are: [C:1]1([C:7]2[N:11]=[C:10]([N:12]3[CH2:17][CH2:16][NH:15][CH2:14][CH2:13]3)[S:9][N:8]=2)[CH:6]=[CH:5][CH:4]=[CH:3][CH:2]=1.C(N(CC)CC)C.[C:25]1([CH3:34])[CH:30]=[CH:29][C:28]([N:31]=[C:32]=[O:33])=[CH:27][CH:26]=1.